From a dataset of Reaction yield outcomes from USPTO patents with 853,638 reactions. Predict the reaction yield, written as a fraction of the theoretical maximum amount of product (1.0 means a 100% yield; for example, 0.34 means a 34% yield). (1) The reactants are FC(F)(F)S(O[C:7]1[CH2:12][O:11][CH2:10][CH2:9][C:8]=1[C:13]([O:15][CH2:16][CH3:17])=[O:14])(=O)=O.[C:20]1(B(O)O)[CH:25]=[CH:24][CH:23]=[CH:22][CH:21]=1.C([O-])([O-])=O.[Na+].[Na+]. The catalyst is O1CCOCC1.O.C1C=CC(P(C2C=CC=CC=2)[C-]2C=CC=C2)=CC=1.C1C=CC(P(C2C=CC=CC=2)[C-]2C=CC=C2)=CC=1.Cl[Pd]Cl.[Fe+2]. The product is [C:20]1([C:7]2[CH2:12][O:11][CH2:10][CH2:9][C:8]=2[C:13]([O:15][CH2:16][CH3:17])=[O:14])[CH:25]=[CH:24][CH:23]=[CH:22][CH:21]=1. The yield is 0.780. (2) The reactants are [Cl:1][C:2]1[CH:3]=[C:4]([CH:9]2[C:18]3[C:13](=[CH:14][C:15](B4OC(C)(C)C(C)(C)O4)=[C:16]([F:19])[CH:17]=3)[CH2:12][N:11]([CH3:29])[CH2:10]2)[CH:5]=[CH:6][C:7]=1[Cl:8].Br[C:31]1[CH:32]=[CH:33][CH:34]=[N:35][CH:36]=1.C(=O)([O-])[O-].[Cs+].[Cs+]. The catalyst is O.CN(C)C=O. The product is [Cl:1][C:2]1[CH:3]=[C:4]([CH:9]2[C:18]3[C:13](=[CH:14][C:15]([C:34]4[CH:33]=[CH:32][CH:31]=[CH:36][N:35]=4)=[C:16]([F:19])[CH:17]=3)[CH2:12][N:11]([CH3:29])[CH2:10]2)[CH:5]=[CH:6][C:7]=1[Cl:8]. The yield is 0.650.